From a dataset of Reaction yield outcomes from USPTO patents with 853,638 reactions. Predict the reaction yield, written as a fraction of the theoretical maximum amount of product (1.0 means a 100% yield; for example, 0.34 means a 34% yield). (1) The reactants are [OH:1][C:2]1[CH:7]=[CH:6][C:5]([C:8]([C:10]2[CH:15]=[CH:14][C:13]([CH2:16][C:17]([O:19][CH3:20])=[O:18])=[CH:12][CH:11]=2)=O)=[CH:4][CH:3]=1.[CH3:21][C:22]1([CH3:31])[CH2:27][C:26]([CH3:29])([CH3:28])[CH2:25][C:24](=O)[CH2:23]1.C([O-])([O-])=O.[K+].[K+]. The catalyst is C1COCC1.[Zn].Cl[Ti](Cl)(Cl)Cl. The product is [OH:1][C:2]1[CH:7]=[CH:6][C:5]([C:8](=[C:24]2[CH2:25][C:26]([CH3:29])([CH3:28])[CH2:27][C:22]([CH3:31])([CH3:21])[CH2:23]2)[C:10]2[CH:15]=[CH:14][C:13]([CH2:16][C:17]([O:19][CH3:20])=[O:18])=[CH:12][CH:11]=2)=[CH:4][CH:3]=1. The yield is 0.720. (2) The reactants are [S:1]1[CH2:5][CH2:4][NH:3][CH:2]1[CH2:6][C:7]([O:9][CH2:10][CH3:11])=[O:8].[C:12]1([S:18](Cl)(=[O:20])=[O:19])[CH:17]=[CH:16][CH:15]=[CH:14][CH:13]=1. The catalyst is N1C=CC=CC=1. The product is [C:12]1([S:18]([N:3]2[CH2:4][CH2:5][S:1][CH:2]2[CH2:6][C:7]([O:9][CH2:10][CH3:11])=[O:8])(=[O:20])=[O:19])[CH:17]=[CH:16][CH:15]=[CH:14][CH:13]=1. The yield is 0.533. (3) The reactants are [CH2:1]([O:8][C:9]1[CH:14]=[CH:13][C:12]([NH:15][C:16](=[NH:25])[C:17]2[CH:22]=[CH:21][C:20]([Cl:23])=[CH:19][C:18]=2[Cl:24])=[CH:11][CH:10]=1)[C:2]1[CH:7]=[CH:6][CH:5]=[CH:4][CH:3]=1.C(=O)([O-])[O-].[K+].[K+].[CH2:32]([O:34][C:35](=[O:41])[C:36](=O)[CH:37](Br)[CH3:38])[CH3:33]. The catalyst is C1COCC1. The product is [CH2:32]([O:34][C:35]([C:36]1[N:25]=[C:16]([C:17]2[CH:22]=[CH:21][C:20]([Cl:23])=[CH:19][C:18]=2[Cl:24])[N:15]([C:12]2[CH:11]=[CH:10][C:9]([O:8][CH2:1][C:2]3[CH:7]=[CH:6][CH:5]=[CH:4][CH:3]=3)=[CH:14][CH:13]=2)[C:37]=1[CH3:38])=[O:41])[CH3:33]. The yield is 0.650.